From a dataset of Forward reaction prediction with 1.9M reactions from USPTO patents (1976-2016). Predict the product of the given reaction. (1) Given the reactants [Cl:1][C:2]1[CH:3]=[C:4]2[C:9](=[CH:10][CH:11]=1)[CH:8]=[C:7]([S:12]([NH:15][C@@H:16]1[CH2:20][CH2:19][N:18]([C@H:21]([CH3:29])[C:22]([O:24][C:25]([CH3:28])([CH3:27])[CH3:26])=[O:23])[C:17]1=[O:30])(=[O:14])=[O:13])[CH:6]=[CH:5]2.[CH2:31](O)C.C(NC(C)C)(C)C, predict the reaction product. The product is: [Cl:1][C:2]1[CH:3]=[C:4]2[C:9](=[CH:10][CH:11]=1)[CH:8]=[C:7]([S:12]([NH:15][CH:16]1[CH2:20][CH2:19][N:18]([CH:21]([CH2:29][CH3:31])[C:22]([O:24][C:25]([CH3:26])([CH3:28])[CH3:27])=[O:23])[C:17]1=[O:30])(=[O:13])=[O:14])[CH:6]=[CH:5]2. (2) Given the reactants [Li]CCCC.CCCCCC.[CH2:12]([O:19][C:20]1[CH:25]=[CH:24][C:23](Br)=[CH:22][N:21]=1)[C:13]1[CH:18]=[CH:17][CH:16]=[CH:15][CH:14]=1.[CH:27](=[O:30])[CH2:28][CH3:29].[Cl-].[NH4+], predict the reaction product. The product is: [CH2:12]([O:19][C:20]1[N:21]=[CH:22][C:23]([CH:27]([OH:30])[CH2:28][CH3:29])=[CH:24][CH:25]=1)[C:13]1[CH:18]=[CH:17][CH:16]=[CH:15][CH:14]=1. (3) Given the reactants C([O:3][C:4]([CH:6]1[C:11](=[O:12])[CH2:10][CH2:9][N:8]([C:13]([O:15][C:16]([CH3:19])([CH3:18])[CH3:17])=[O:14])[CH2:7]1)=O)C.[BH4-].[Na+].[NH4+].[Cl-], predict the reaction product. The product is: [C:16]([O:15][C:13]([N:8]1[CH2:9][CH2:10][CH:11]([OH:12])[CH:6]([CH2:4][OH:3])[CH2:7]1)=[O:14])([CH3:19])([CH3:18])[CH3:17]. (4) Given the reactants [S:1]1[C:5]2[CH:6]=[CH:7][CH:8]=[CH:9][C:4]=2[CH:3]=[C:2]1B(O)O.I[C:14]1[CH:19]=[CH:18][CH:17]=[CH:16][CH:15]=1.C(=O)([O-])[O-].[Na+].[Na+], predict the reaction product. The product is: [C:14]1([C:2]2[S:1][C:5]3[CH:6]=[CH:7][CH:8]=[CH:9][C:4]=3[CH:3]=2)[CH:19]=[CH:18][CH:17]=[CH:16][CH:15]=1. (5) Given the reactants [ClH:1].Cl.[NH2:3][CH2:4][CH2:5][N:6]1[C:14]2[C:13]([NH:15][C:16]3[CH:21]=[CH:20][C:19]([O:22][C:23]4[CH:28]=[CH:27][CH:26]=[C:25](/[CH:29]=[CH:30]/[CH:31]5[CH2:33][CH2:32]5)[CH:24]=4)=[C:18]([CH3:34])[CH:17]=3)=[N:12][CH:11]=[N:10][C:9]=2[CH:8]=[CH:7]1.[CH3:35][S:36]([CH2:39][C:40](O)=[O:41])(=[O:38])=[O:37].ON1C2C=CC=CC=2N=N1.Cl.C(N=C=NCCCN(C)C)C.Cl.C(OCC)(=O)C, predict the reaction product. The product is: [ClH:1].[CH:31]1(/[CH:30]=[CH:29]/[C:25]2[CH:24]=[C:23]([CH:28]=[CH:27][CH:26]=2)[O:22][C:19]2[CH:20]=[CH:21][C:16]([NH:15][C:13]3[C:14]4[N:6]([CH2:5][CH2:4][NH:3][C:40](=[O:41])[CH2:39][S:36]([CH3:35])(=[O:38])=[O:37])[CH:7]=[CH:8][C:9]=4[N:10]=[CH:11][N:12]=3)=[CH:17][C:18]=2[CH3:34])[CH2:32][CH2:33]1.